Dataset: Full USPTO retrosynthesis dataset with 1.9M reactions from patents (1976-2016). Task: Predict the reactants needed to synthesize the given product. (1) Given the product [CH:1]([C:4]1[CH:5]=[C:6]([CH:9]=[C:10]([CH:14]([CH3:16])[CH3:15])[C:11]=1[O:12][CH3:13])[CH:7]=[C:20]1[C:19]2[C:23](=[CH:24][CH:25]=[CH:26][C:18]=2[CH3:17])[NH:22][C:21]1=[O:27])([CH3:3])[CH3:2], predict the reactants needed to synthesize it. The reactants are: [CH:1]([C:4]1[CH:5]=[C:6]([CH:9]=[C:10]([CH:14]([CH3:16])[CH3:15])[C:11]=1[O:12][CH3:13])[CH:7]=O)([CH3:3])[CH3:2].[CH3:17][C:18]1[CH:26]=[CH:25][CH:24]=[C:23]2[C:19]=1[CH2:20][C:21](=[O:27])[NH:22]2. (2) Given the product [CH3:1][O:2][C:3]1[CH:4]=[C:5]([C:6]2[C:29]3[CH2:28][CH2:27][CH2:26][C:25](=[O:30])[C:24]=3[O:8][N:7]=2)[CH:9]=[CH:10][C:11]=1[N+:12]([O-:14])=[O:13], predict the reactants needed to synthesize it. The reactants are: [CH3:1][O:2][C:3]1[CH:4]=[C:5]([CH:9]=[CH:10][C:11]=1[N+:12]([O-:14])=[O:13])[CH:6]=[N:7][OH:8].ClN1C(=O)CCC1=O.Br[C:24]1[C:25](=[O:30])[CH2:26][CH2:27][CH2:28][CH:29]=1.C(=O)(O)[O-].[Na+]. (3) Given the product [C:16]1([C:2]2[CH:3]([C:10]3[CH:15]=[CH:14][N:13]=[CH:12][CH:11]=3)[CH2:4][C:5](=[O:6])[NH:22][N:23]=2)[CH:21]=[CH:20][CH:19]=[CH:18][CH:17]=1, predict the reactants needed to synthesize it. The reactants are: O=[C:2]([C:16]1[CH:21]=[CH:20][CH:19]=[CH:18][CH:17]=1)[CH:3]([C:10]1[CH:15]=[CH:14][N:13]=[CH:12][CH:11]=1)[CH2:4][C:5](OCC)=[O:6].[NH2:22][NH2:23]. (4) Given the product [F:1][C:2]1[CH:9]=[CH:8][C:5]([C:6]#[N:7])=[C:4]([OH:10])[CH:3]=1, predict the reactants needed to synthesize it. The reactants are: [F:1][C:2]1[CH:9]=[CH:8][C:5]([C:6]#[N:7])=[C:4]([O:10]C)[CH:3]=1.[Cl-].[Cl-].[Cl-].[Al+3].O. (5) Given the product [CH2:1]([S:8][C:9]1[C:10]([CH3:16])=[C:11]([N:17]2[CH2:21][CH2:20][CH2:19][C:18]2=[O:22])[CH:12]=[CH:13][CH:14]=1)[C:2]1[CH:7]=[CH:6][CH:5]=[CH:4][CH:3]=1, predict the reactants needed to synthesize it. The reactants are: [CH2:1]([S:8][C:9]1[CH:14]=[CH:13][CH:12]=[C:11](Br)[C:10]=1[CH3:16])[C:2]1[CH:7]=[CH:6][CH:5]=[CH:4][CH:3]=1.[NH:17]1[CH2:21][CH2:20][CH2:19][C:18]1=[O:22].CNCCNC.C([O-])([O-])=O.[K+].[K+]. (6) Given the product [I:13][C:14]1[C:15]([C:19]([F:22])([F:21])[F:20])=[N:16][N:17]([CH2:5][C:4]2[CH:7]=[CH:8][C:9]([N+:10]([O-:12])=[O:11])=[C:2]([CH3:1])[CH:3]=2)[CH:18]=1, predict the reactants needed to synthesize it. The reactants are: [CH3:1][C:2]1[CH:3]=[C:4]([CH:7]=[CH:8][C:9]=1[N+:10]([O-:12])=[O:11])[CH2:5]Cl.[I:13][C:14]1[C:15]([C:19]([F:22])([F:21])[F:20])=[N:16][NH:17][CH:18]=1.C(=O)([O-])[O-].[K+].[K+]. (7) Given the product [CH3:1][NH:2][C@H:12]1[CH2:13][CH2:14][C@H:9]([C:3]2[CH:8]=[CH:7][CH:6]=[CH:5][CH:4]=2)[CH2:10][CH2:11]1, predict the reactants needed to synthesize it. The reactants are: [CH3:1][NH2:2].[C:3]1([CH:9]2[CH2:14][CH2:13][C:12](=O)[CH2:11][CH2:10]2)[CH:8]=[CH:7][CH:6]=[CH:5][CH:4]=1. (8) Given the product [Cl:8][C:6]1[N:5]=[N:4][C:3]([NH2:9])=[C:2]([C:11]2[CH:12]=[CH:13][CH:14]=[CH:15][C:10]=2[CH3:19])[CH:7]=1, predict the reactants needed to synthesize it. The reactants are: Br[C:2]1[CH:7]=[C:6]([Cl:8])[N:5]=[N:4][C:3]=1[NH2:9].[C:10]1([CH3:19])[CH:15]=[CH:14][CH:13]=[CH:12][C:11]=1B(O)O.